This data is from Full USPTO retrosynthesis dataset with 1.9M reactions from patents (1976-2016). The task is: Predict the reactants needed to synthesize the given product. (1) The reactants are: C(Cl)CCl.ClC(Cl)C(O)=O.[NH2:11][C:12](=[O:39])[CH:13]([OH:38])[CH:14]([NH:22][C:23]([C@H:25]1[CH2:29][CH2:28][C:27](=[O:30])[N:26]1[CH2:31][C:32]1[CH:37]=[CH:36][CH:35]=[CH:34][CH:33]=1)=[O:24])[CH2:15][C:16]1[CH:21]=[CH:20][CH:19]=[CH:18][CH:17]=1.C(OCC)(=O)C. Given the product [NH2:11][C:12](=[O:39])[C:13](=[O:38])[CH:14]([NH:22][C:23]([C@H:25]1[CH2:29][CH2:28][C:27](=[O:30])[N:26]1[CH2:31][C:32]1[CH:33]=[CH:34][CH:35]=[CH:36][CH:37]=1)=[O:24])[CH2:15][C:16]1[CH:17]=[CH:18][CH:19]=[CH:20][CH:21]=1, predict the reactants needed to synthesize it. (2) The reactants are: [NH2:1][C:2]1[CH:3]=[CH:4][C:5](Br)=[C:6]2[C:10]=1[C:9](=[O:11])[N:8]([CH3:12])[CH2:7]2.[O:14]1[CH2:19][CH2:18][CH2:17][CH2:16][CH:15]1[O:20][CH2:21][CH2:22][N:23]1[CH:27]=[C:26](B2OC(C)(C)C(C)(C)O2)[CH:25]=[N:24]1.ClCCl.C(=O)([O-])[O-].[K+].[K+].O. Given the product [NH2:1][C:2]1[CH:3]=[CH:4][C:5]([C:26]2[CH:25]=[N:24][N:23]([CH2:22][CH2:21][O:20][CH:15]3[CH2:16][CH2:17][CH2:18][CH2:19][O:14]3)[CH:27]=2)=[C:6]2[C:10]=1[C:9](=[O:11])[N:8]([CH3:12])[CH2:7]2, predict the reactants needed to synthesize it. (3) Given the product [CH3:3][C:2](=[CH:4][CH2:5][CH2:6][C:7](=[CH:9][CH:10]=[O:11])[CH3:8])[CH3:1].[CH3:1][CH2:2][CH2:4][CH2:5][CH2:10][CH2:9][CH2:7][CH2:6][CH2:5][CH2:4][CH2:2][CH3:3], predict the reactants needed to synthesize it. The reactants are: [CH3:1][C:2](=[CH:4][CH2:5][CH2:6][C:7](=[CH:9][CH:10]=[O:11])[CH3:8])[CH3:3]. (4) Given the product [I:1][C:2]1[CH:7]=[CH:6][C:5]([Si:8]([CH3:17])([O:13][CH3:14])[O:9][CH3:10])=[CH:4][CH:3]=1, predict the reactants needed to synthesize it. The reactants are: [I:1][C:2]1[CH:7]=[CH:6][C:5]([Si:8]([CH3:17])([O:13][CH:14](C)C)[O:9][CH:10](C)C)=[CH:4][CH:3]=1.CO.